Dataset: Reaction yield outcomes from USPTO patents with 853,638 reactions. Task: Predict the reaction yield, written as a fraction of the theoretical maximum amount of product (1.0 means a 100% yield; for example, 0.34 means a 34% yield). (1) The reactants are C[O:2][C:3]([C:5]1[N:13]=[C:12]([C:14]2[CH:19]=[CH:18][C:17]([Cl:20])=[C:16]([O:21][CH3:22])[C:15]=2[F:23])[N:11]=[C:10]2[C:6]=1[N:7](C)[CH:8]=[N:9]2)=[O:4].Cl.C(OCC)(=O)C. The catalyst is [OH-].[Na+]. The product is [NH2:9][C:10]1[N:11]=[C:12]([C:14]2[CH:19]=[CH:18][C:17]([Cl:20])=[C:16]([O:21][CH3:22])[C:15]=2[F:23])[N:13]=[C:5]([C:3]([OH:4])=[O:2])[C:6]=1[NH:7][CH3:8]. The yield is 0.530. (2) The reactants are [CH:1]1([CH2:6][C@H:7]([CH2:26][N:27]([CH:35]=[O:36])[O:28]C2CCCCO2)[C:8]([N:10]2[C@H:14]([C:15]([NH:17][C:18]3[N:23]=[CH:22][C:21]([O:24][CH3:25])=[CH:20][N:19]=3)=[O:16])[CH2:13][CH2:12][NH:11]2)=[O:9])[CH2:5][CH2:4][CH2:3][CH2:2]1.O. The catalyst is C(O)(=O)C. The product is [CH:1]1([CH2:6][C@H:7]([CH2:26][N:27]([CH:35]=[O:36])[OH:28])[C:8]([N:10]2[C@H:14]([C:15]([NH:17][C:18]3[N:19]=[CH:20][C:21]([O:24][CH3:25])=[CH:22][N:23]=3)=[O:16])[CH2:13][CH2:12][NH:11]2)=[O:9])[CH2:2][CH2:3][CH2:4][CH2:5]1. The yield is 0.460. (3) The reactants are [NH2:1][C:2]([C:4]1[C:12]2[N:11]=[C:10]([C:13]3([NH:29]C(OCC4C5C=CC=CC=5C5C4=CC=CC=5)=O)[CH2:18][CH2:17][N:16]([C:19]([O:21][CH2:22][C:23]4[CH:28]=[CH:27][CH:26]=[CH:25][CH:24]=4)=[O:20])[CH2:15][CH2:14]3)[NH:9][C:8]=2[CH:7]=[CH:6][CH:5]=1)=[O:3]. The catalyst is CN(C=O)C.N1CCCCC1. The product is [NH2:29][C:13]1([C:10]2[NH:9][C:8]3[CH:7]=[CH:6][CH:5]=[C:4]([C:2]([NH2:1])=[O:3])[C:12]=3[N:11]=2)[CH2:18][CH2:17][N:16]([C:19]([O:21][CH2:22][C:23]2[CH:24]=[CH:25][CH:26]=[CH:27][CH:28]=2)=[O:20])[CH2:15][CH2:14]1. The yield is 0.640. (4) The reactants are [N+:1]([C:4]1[CH:5]=[C:6]([OH:10])[CH:7]=[CH:8][CH:9]=1)([O-:3])=[O:2].[H-].[Na+].[Cl:13][CH2:14][CH2:15][CH2:16]I.[Na+].[Cl-]. The catalyst is CN(C)C=O.O. The product is [Cl:13][CH2:14][CH2:15][CH2:16][O:10][C:6]1[CH:7]=[CH:8][CH:9]=[C:4]([N+:1]([O-:3])=[O:2])[CH:5]=1. The yield is 0.851. (5) The reactants are [O:1]1[C:10]2[CH:9]=[C:8]([CH2:11][OH:12])[N:7]=[CH:6][C:5]=2[O:4][CH2:3][CH2:2]1. The catalyst is ClCCl.[O-2].[O-2].[Mn+4]. The product is [O:1]1[C:10]2[CH:9]=[C:8]([CH:11]=[O:12])[N:7]=[CH:6][C:5]=2[O:4][CH2:3][CH2:2]1. The yield is 0.610. (6) The reactants are [CH3:1][S:2]([C:5]1[CH:10]=[CH:9][C:8]([CH3:11])=[CH:7][CH:6]=1)(=[O:4])=[O:3].P(Cl)(OCC)(OCC)=O.[Cl:21][C:22]1[CH:23]=[CH:24][C:25]([CH3:30])=[C:26]([CH:29]=1)[CH:27]=O.O. The catalyst is C1COCC1. The product is [CH3:11][C:8]1[CH:9]=[CH:10][C:5]([S:2](/[CH:1]=[CH:27]/[C:26]2[CH:29]=[C:22]([Cl:21])[CH:23]=[CH:24][C:25]=2[CH3:30])(=[O:3])=[O:4])=[CH:6][CH:7]=1. The yield is 0.680.